The task is: Predict the reaction yield, written as a fraction of the theoretical maximum amount of product (1.0 means a 100% yield; for example, 0.34 means a 34% yield).. This data is from Reaction yield outcomes from USPTO patents with 853,638 reactions. (1) The reactants are [CH2:1]([C:3]1[C:4]2[CH:5]=[CH:6][C:7]([O:26][CH3:27])=[C:8]([O:24][CH3:25])[C:9]=2[CH2:10][NH+:11]2[CH2:20][CH2:19][C:18]3[C:13](=[CH:14][C:15]4[O:23][CH2:22][O:21][C:16]=4[CH:17]=3)[C:12]=12)[CH3:2].[I-].[C:29]([Mg]Br)([CH3:31])=[CH2:30].O1CCCC1. The catalyst is C(OCC)C. The product is [CH2:1]([C:3]1[C:4]2[CH:5]=[CH:6][C:7]([O:26][CH3:27])=[C:8]([O:24][CH3:25])[C:9]=2[CH:10]([C:29]([CH3:31])=[CH2:30])[N:11]2[CH2:20][CH2:19][C:18]3[C:13](=[CH:14][C:15]4[O:23][CH2:22][O:21][C:16]=4[CH:17]=3)[C:12]=12)[CH3:2]. The yield is 0.120. (2) The reactants are [Br:1][C:2]1[C:3]([CH3:11])=[CH:4][C:5](SCC)=[N:6][CH:7]=1.O[O:13][S:14]([O-:16])=O.[K+].[CH2:18]1COC[CH2:19]1. The catalyst is O. The product is [Br:1][C:2]1[C:3]([CH3:11])=[CH:4][C:5]([S:14]([CH2:18][CH3:19])(=[O:16])=[O:13])=[N:6][CH:7]=1. The yield is 0.820. (3) The reactants are Br[C:2]1[CH:16]=[CH:15][C:5]([CH2:6][NH:7][C:8](=[O:14])[O:9][C:10]([CH3:13])([CH3:12])[CH3:11])=[CH:4][CH:3]=1.B1(B2OC(C)(C)C(C)(C)O2)OC(C)(C)C(C)(C)O1.Br[C:36]1[C:37]2[C:38]3[CH:51]=[CH:50][S:49][C:39]=3[C:40](=[O:48])[NH:41][C:42]=2[CH:43]=[CH:44][C:45]=1[O:46][CH3:47]. No catalyst specified. The product is [CH3:47][O:46][C:45]1[CH:44]=[CH:43][C:42]2[NH:41][C:40](=[O:48])[C:39]3[S:49][CH:50]=[CH:51][C:38]=3[C:37]=2[C:36]=1[C:2]1[CH:16]=[CH:15][C:5]([CH2:6][NH:7][C:8](=[O:14])[O:9][C:10]([CH3:13])([CH3:12])[CH3:11])=[CH:4][CH:3]=1. The yield is 0.680.